From a dataset of Catalyst prediction with 721,799 reactions and 888 catalyst types from USPTO. Predict which catalyst facilitates the given reaction. (1) Reactant: [NH2:1][C:2]1[C:3]([CH3:18])=[N:4][N:5]([CH2:8][CH2:9][NH:10][C:11](=[O:17])[O:12][C:13]([CH3:16])([CH3:15])[CH3:14])[C:6]=1[CH3:7].[CH3:19][O-].[Na+].C=O.[BH4-].[Na+].[OH-].[Na+].[Na+].[Cl-]. Product: [CH3:18][C:3]1[C:2]([NH:1][CH3:19])=[C:6]([CH3:7])[N:5]([CH2:8][CH2:9][NH:10][C:11](=[O:17])[O:12][C:13]([CH3:14])([CH3:15])[CH3:16])[N:4]=1. The catalyst class is: 24. (2) Reactant: [N+:1]([O-:4])(O)=[O:2].[Cl:5][C:6]1[CH:14]=[C:13]([CH3:15])[CH:12]=[CH:11][C:7]=1[C:8]([OH:10])=[O:9]. Product: [Cl:5][C:6]1[CH:14]=[C:13]([CH3:15])[C:12]([N+:1]([O-:4])=[O:2])=[CH:11][C:7]=1[C:8]([OH:10])=[O:9]. The catalyst class is: 65. (3) Reactant: [N+:1]([C:4]1[C:5]([F:13])=[C:6]([CH:9]=[CH:10][C:11]=1[F:12])[C:7]#[N:8])([O-])=O.[ClH:14]. Product: [NH2:8][CH2:7][C:6]1[C:5]([F:13])=[C:4]([C:11]([F:12])=[CH:10][CH:9]=1)[NH2:1].[ClH:14]. The catalyst class is: 43. (4) Reactant: [CH3:1][N:2]([C:8]([O:10][C:11]([CH3:14])([CH3:13])[CH3:12])=[O:9])[CH:3]([CH3:7])[C:4]([OH:6])=O.C1(N=C=NC2CCCCC2)CCCCC1.[NH2:30][C:31]1[N:36]=[C:35]([C:37]#[C:38][C:39]2[CH:44]=[CH:43][CH:42]=[CH:41][CH:40]=2)[C:34]([NH:45][C:46]([CH:48]2[CH2:53][CH2:52][O:51][CH2:50][CH2:49]2)=[O:47])=[CH:33][CH:32]=1.CCN(C(C)C)C(C)C. Product: [C:11]([O:10][C:8](=[O:9])[N:2]([CH3:1])[CH:3]([CH3:7])[C:4]([NH:30][C:31]1[CH:32]=[CH:33][C:34]([NH:45][C:46]([CH:48]2[CH2:53][CH2:52][O:51][CH2:50][CH2:49]2)=[O:47])=[C:35]([C:37]#[C:38][C:39]2[CH:40]=[CH:41][CH:42]=[CH:43][CH:44]=2)[N:36]=1)=[O:6])([CH3:14])([CH3:13])[CH3:12]. The catalyst class is: 2. (5) Reactant: [F:1][CH:2]([F:13])[C:3]1[S:7][C:6]([C:8]([O:10]CC)=[O:9])=[CH:5][CH:4]=1.[OH-].[Na+]. Product: [F:13][CH:2]([F:1])[C:3]1[S:7][C:6]([C:8]([OH:10])=[O:9])=[CH:5][CH:4]=1. The catalyst class is: 5. (6) Reactant: [F:1][CH:2]([F:27])[O:3][C:4]1[CH:9]=[CH:8][C:7]([CH:10]([C:12]2([C:18]3[CH:23]=[C:22]([F:24])[CH:21]=[C:20]([F:25])[CH:19]=3)SCCCS2)[OH:11])=[CH:6][C:5]=1[CH3:26].FC(F)(F)C(OC1C(OC(=O)C(F)(F)F)=C(I)C=CC=1)=[O:31].CCOC(C)=O.CCCCCC.CCOC(C)=O. Product: [F:1][CH:2]([F:27])[O:3][C:4]1[CH:9]=[CH:8][C:7]([CH:10]([OH:11])[C:12]([C:18]2[CH:23]=[C:22]([F:24])[CH:21]=[C:20]([F:25])[CH:19]=2)=[O:31])=[CH:6][C:5]=1[CH3:26]. The catalyst class is: 47. (7) Reactant: [CH3:1][O:2][C:3]1[CH:8]=[CH:7][C:6]([C:9]2[N:10]=[C:11]([CH:22]3[CH2:27][CH2:26][NH:25][CH2:24][CH2:23]3)[S:12][C:13]=2[C:14]2[CH:19]=[CH:18][C:17]([O:20][CH3:21])=[CH:16][CH:15]=2)=[CH:5][CH:4]=1.ClC(Cl)(O[C:32](=[O:38])OC(Cl)(Cl)Cl)Cl.C(N(CC)CC)C.Cl.[CH:48]([NH:51][OH:52])([CH3:50])[CH3:49]. Product: [CH3:1][O:2][C:3]1[CH:8]=[CH:7][C:6]([C:9]2[N:10]=[C:11]([CH:22]3[CH2:27][CH2:26][N:25]([C:32](=[O:38])[N:51]([OH:52])[CH:48]([CH3:50])[CH3:49])[CH2:24][CH2:23]3)[S:12][C:13]=2[C:14]2[CH:19]=[CH:18][C:17]([O:20][CH3:21])=[CH:16][CH:15]=2)=[CH:5][CH:4]=1. The catalyst class is: 7. (8) Reactant: [NH3:1].[C:2]1([S:8]([C:11]2[C:19]3[C:14](=[CH:15][CH:16]=[C:17]([O:20][CH2:21][CH2:22]OS(C4C=CC(C)=CC=4)(=O)=O)[CH:18]=3)[NH:13][N:12]=2)(=[O:10])=[O:9])[CH:7]=[CH:6][CH:5]=[CH:4][CH:3]=1.C(=O)(O)[O-].[Na+]. Product: [C:2]1([S:8]([C:11]2[C:19]3[C:14](=[CH:15][CH:16]=[C:17]([O:20][CH2:21][CH2:22][NH2:1])[CH:18]=3)[NH:13][N:12]=2)(=[O:10])=[O:9])[CH:7]=[CH:6][CH:5]=[CH:4][CH:3]=1. The catalyst class is: 1. (9) Reactant: [CH2:1]([N:8]1[C:16]2[C:11](=[CH:12][C:13]([C:17]3[CH:22]=[CH:21][C:20]([F:23])=[C:19]([Cl:24])[CH:18]=3)=[CH:14][CH:15]=2)[C:10]([C:25](=[O:31])[C:26]([O:28]CC)=[O:27])=[CH:9]1)[C:2]1[CH:7]=[CH:6][CH:5]=[CH:4][CH:3]=1.[OH-].[K+]. Product: [CH2:1]([N:8]1[C:16]2[C:11](=[CH:12][C:13]([C:17]3[CH:22]=[CH:21][C:20]([F:23])=[C:19]([Cl:24])[CH:18]=3)=[CH:14][CH:15]=2)[C:10]([C:25](=[O:31])[C:26]([OH:28])=[O:27])=[CH:9]1)[C:2]1[CH:7]=[CH:6][CH:5]=[CH:4][CH:3]=1. The catalyst class is: 20. (10) Reactant: BrCCBr.Br[CH2:6][CH2:7][C:8]1[CH:13]=[CH:12][CH:11]=[C:10]([F:14])[C:9]=1[F:15]. Product: [CH2:7]([C:8]1[CH:13]=[CH:12][CH:11]=[C:10]([F:14])[C:9]=1[F:15])[CH3:6]. The catalyst class is: 28.